From a dataset of Full USPTO retrosynthesis dataset with 1.9M reactions from patents (1976-2016). Predict the reactants needed to synthesize the given product. (1) Given the product [C:18]([C:10]1[C:11]2[C:12](=[CH:13][N:14]=[C:15]([CH3:17])[CH:16]=2)[N:8]([CH2:7][C:6]([OH:21])=[O:5])[N:9]=1)(=[O:20])[CH3:19], predict the reactants needed to synthesize it. The reactants are: C([O:5][C:6](=[O:21])[CH2:7][N:8]1[C:12]2=[CH:13][N:14]=[C:15]([CH3:17])[CH:16]=[C:11]2[C:10]([C:18](=[O:20])[CH3:19])=[N:9]1)(C)(C)C.C(O)(C(F)(F)F)=O. (2) Given the product [CH3:43][O:42][C:40]1[CH:39]=[CH:38][C:33]2[N:34]=[CH:35][C:36](=[O:37])[N:31]([C:26]3[CH:27]=[N:28][C:29]4[CH2:30][CH:21]([NH:20][CH2:1][C:3]5[CH:4]=[CH:5][C:6]6[O:7][CH2:8][CH2:9][N:10]([C:11]([O:13][C:14]([CH3:17])([CH3:16])[CH3:15])=[O:12])[C:18]=6[N:19]=5)[CH2:22][CH2:23][C:24]=4[CH:25]=3)[C:32]=2[N:41]=1, predict the reactants needed to synthesize it. The reactants are: [CH:1]([C:3]1[N:19]=[CH:18][C:6]2[O:7][CH2:8][CH2:9][N:10]([C:11]([O:13][C:14]([CH3:17])([CH3:16])[CH3:15])=[O:12])[C:5]=2[CH:4]=1)=O.[NH2:20][CH:21]1[CH2:30][C:29]2[N:28]=[CH:27][C:26]([N:31]3[C:36](=[O:37])[CH:35]=[N:34][C:33]4[CH:38]=[CH:39][C:40]([O:42][CH3:43])=[N:41][C:32]3=4)=[CH:25][C:24]=2[CH2:23][CH2:22]1.C(O[BH-](OC(=O)C)OC(=O)C)(=O)C.[Na+]. (3) Given the product [CH2:1]([O:8][N:9]1[C:15](=[O:16])[N:14]2[CH2:17][C@H:10]1[CH2:11][CH2:12][C@H:13]2[C:18]([NH:36][O:37][CH2:38][CH2:39][NH:40][C:41](=[O:47])[O:42][C:43]([CH3:45])([CH3:44])[CH3:46])=[O:20])[C:2]1[CH:3]=[CH:4][CH:5]=[CH:6][CH:7]=1, predict the reactants needed to synthesize it. The reactants are: [CH2:1]([O:8][N:9]1[C:15](=[O:16])[N:14]2[CH2:17][C@H:10]1[CH2:11][CH2:12][C@H:13]2[C:18]([OH:20])=O)[C:2]1[CH:7]=[CH:6][CH:5]=[CH:4][CH:3]=1.ClC(OCC(C)C)=O.C(N(CC)CC)C.[NH2:36][O:37][CH2:38][CH2:39][NH:40][C:41](=[O:47])[O:42][C:43]([CH3:46])([CH3:45])[CH3:44]. (4) The reactants are: BrC1C=CC=C2C=1CC[C@H]2O[Si](C(C)(C)C)(C)C.[C:19]([Si:23]([CH3:44])([CH3:43])[O:24][CH:25]1[C:33]2[C:28](=[C:29]([B:34]3[O:38][C:37]([CH3:40])([CH3:39])[C:36]([CH3:42])([CH3:41])[O:35]3)[CH:30]=[CH:31][CH:32]=2)[CH2:27][CH2:26]1)([CH3:22])([CH3:21])[CH3:20]. Given the product [C:19]([Si:23]([CH3:44])([CH3:43])[O:24][C@H:25]1[C:33]2[C:28](=[C:29]([B:34]3[O:35][C:36]([CH3:42])([CH3:41])[C:37]([CH3:40])([CH3:39])[O:38]3)[CH:30]=[CH:31][CH:32]=2)[CH2:27][CH2:26]1)([CH3:22])([CH3:21])[CH3:20], predict the reactants needed to synthesize it.